This data is from CYP2D6 inhibition data for predicting drug metabolism from PubChem BioAssay. The task is: Regression/Classification. Given a drug SMILES string, predict its absorption, distribution, metabolism, or excretion properties. Task type varies by dataset: regression for continuous measurements (e.g., permeability, clearance, half-life) or binary classification for categorical outcomes (e.g., BBB penetration, CYP inhibition). Dataset: cyp2d6_veith. (1) The compound is O=C(Cn1cnc2c(oc3ccccc32)c1=O)NCc1ccco1. The result is 0 (non-inhibitor). (2) The molecule is CC(CN1C(=O)/C(=C/c2ccc(C#N)cc2)NC1=S)Cn1ccnc1. The result is 1 (inhibitor). (3) The compound is CCN(C1CCCCC1)S(=O)(=O)c1ccc(S(=O)(=O)NCc2ccncc2)cc1. The result is 1 (inhibitor). (4) The compound is CC1=C(C(=O)O)N2C(=O)[C@@H](NC(=O)[C@@H](N)c3ccc(O)cc3)[C@@H]2SC1. The result is 0 (non-inhibitor). (5) The drug is O=C(O)c1cccnc1SCc1ccccc1. The result is 0 (non-inhibitor). (6) The compound is CCNc1ncc2nc(-c3cccs3)c(=O)n(Cc3cccc(OC)c3)c2n1. The result is 0 (non-inhibitor). (7) The compound is O=C(c1cnccn1)N1CCC[C@@]2(CCN(Cc3ccccc3)C2)C1. The result is 1 (inhibitor). (8) The molecule is CCOC(=O)c1c(C)[nH]c(C)c1C(=O)COC(=O)c1cccc(S(=O)(=O)N(CC)CC)c1. The result is 1 (inhibitor). (9) The compound is CCCCCSc1nnc(C)c(=O)[nH]1. The result is 0 (non-inhibitor).